Dataset: Catalyst prediction with 721,799 reactions and 888 catalyst types from USPTO. Task: Predict which catalyst facilitates the given reaction. (1) Reactant: [NH:1]1[C:5]2=[N:6][CH:7]=[CH:8][C:9](OS(C(F)(F)F)(=O)=O)=[C:4]2[CH:3]=[CH:2]1.[CH3:18][C:19]1[C:23](B(O)O)=[C:22]([CH3:27])[O:21][N:20]=1.C(=O)(O)[O-].[Na+]. Product: [CH3:18][C:19]1[C:23]([C:9]2[CH:8]=[CH:7][N:6]=[C:5]3[NH:1][CH:2]=[CH:3][C:4]=23)=[C:22]([CH3:27])[O:21][N:20]=1. The catalyst class is: 9. (2) Reactant: [Cl:1][C:2]1[C:3]([F:44])=[C:4]([C@@H:8]2[C@:12]([C:15]3[CH:20]=[CH:19][C:18]([Cl:21])=[CH:17][C:16]=3[F:22])([C:13]#[N:14])[C@H:11]([CH2:23][C:24]([CH3:27])([CH3:26])[CH3:25])[NH:10][C@H:9]2[C:28]([NH:30][C:31]2[C:40]([O:41][CH3:42])=[CH:39][C:34]([C:35]([O:37]C)=[O:36])=[C:33]([F:43])[CH:32]=2)=[O:29])[CH:5]=[CH:6][CH:7]=1.C1COCC1.[OH-].[Na+]. The catalyst class is: 5. Product: [Cl:21][C:18]1[CH:19]=[CH:20][C:15]([C@@:12]2([C:13]#[N:14])[C@H:11]([CH2:23][C:24]([CH3:26])([CH3:25])[CH3:27])[NH:10][C@@H:9]([C:28]([NH:30][C:31]3[C:40]([O:41][CH3:42])=[CH:39][C:34]([C:35]([OH:37])=[O:36])=[C:33]([F:43])[CH:32]=3)=[O:29])[C@@H:8]2[C:4]2[CH:5]=[CH:6][CH:7]=[C:2]([Cl:1])[C:3]=2[F:44])=[C:16]([F:22])[CH:17]=1. (3) Reactant: [F:1][B-:2]([F:5])([F:4])[F:3].[Na+].[C:7]([O:12][CH2:13][CH2:14][N:15]([CH3:17])[CH3:16])(=[O:11])[C:8]([CH3:10])=[CH2:9].CCl. Product: [F:1][B-:2]([F:5])([F:4])[F:3].[CH2:13]([O:12][C:7](=[O:11])[C:8]([CH3:10])=[CH2:9])[CH3:14].[CH3:14][NH+:15]([CH3:17])[CH3:16]. The catalyst class is: 6. (4) Reactant: [F:8][C:7]([F:10])([F:9])C(OC(=O)[C:7]([F:10])([F:9])[F:8])=O.N1C=CC=CC=1.[CH2:20]([N:27](C(C1C=CC=CC=1)C(O)=O)[C:28](=O)[C:29]1[CH:34]=[CH:33][C:32]([N+:35]([O-:37])=[O:36])=[CH:31][CH:30]=1)[C:21]1[CH:26]=[CH:25][CH:24]=[CH:23][CH:22]=1.[C:49](=[O:52])(O)[O-].[Na+]. Product: [N+:35]([C:32]1[CH:31]=[CH:30][C:29]([C:28]2[O:52][C:49]([C:7]([F:8])([F:9])[F:10])=[C:20]([C:21]3[CH:22]=[CH:23][CH:24]=[CH:25][CH:26]=3)[N:27]=2)=[CH:34][CH:33]=1)([O-:37])=[O:36]. The catalyst class is: 48.